From a dataset of hERG potassium channel inhibition data for cardiac toxicity prediction from Karim et al.. Regression/Classification. Given a drug SMILES string, predict its toxicity properties. Task type varies by dataset: regression for continuous values (e.g., LD50, hERG inhibition percentage) or binary classification for toxic/non-toxic outcomes (e.g., AMES mutagenicity, cardiotoxicity, hepatotoxicity). Dataset: herg_karim. (1) The drug is Cc1ncoc1-c1nnc(SCCCN2CCc3nc4ccc(C(F)(F)F)cn4c3CC2)n1C. The result is 1 (blocker). (2) The molecule is O=C(NCCN1CCC(O)(Cc2ccc(F)cc2)CC1)Nc1ccnc2ccsc12. The result is 1 (blocker). (3) The compound is Nc1ncc(-c2ccc(C(=O)N3CCOCC3)cc2)nc1-c1ccc(C(F)(F)F)nc1. The result is 0 (non-blocker). (4) The compound is O=C1COc2ccccc2N1CCCN1CCC(n2c(=O)[nH]c3cccc(F)c32)CC1. The result is 1 (blocker).